This data is from Reaction yield outcomes from USPTO patents with 853,638 reactions. The task is: Predict the reaction yield, written as a fraction of the theoretical maximum amount of product (1.0 means a 100% yield; for example, 0.34 means a 34% yield). (1) The reactants are [CH:1]([C:4]1[CH:9]=[CH:8][CH:7]=[CH:6][C:5]=1[S:10][C:11]1[CH:16]=[CH:15][C:14]([C:17](=[O:19])[CH3:18])=[CH:13][C:12]=1[C:20]([F:23])([F:22])[F:21])([CH3:3])[CH3:2].[H-].[Na+].[C:26](=O)([O:30]CC)[O:27][CH2:28][CH3:29].Cl. The catalyst is C1COCC1. The product is [CH2:28]([O:27][C:26](=[O:30])[CH2:18][C:17]([C:14]1[CH:15]=[CH:16][C:11]([S:10][C:5]2[CH:6]=[CH:7][CH:8]=[CH:9][C:4]=2[CH:1]([CH3:3])[CH3:2])=[C:12]([C:20]([F:23])([F:21])[F:22])[CH:13]=1)=[O:19])[CH3:29]. The yield is 0.760. (2) The reactants are [C:1]([C:4]1(C(OC)=O)[CH2:9][CH2:8][O:7][CH2:6][CH2:5]1)(=[O:3])[CH3:2].Br. No catalyst specified. The product is [C:1]([CH:4]1[CH2:9][CH2:8][O:7][CH2:6][CH2:5]1)(=[O:3])[CH3:2]. The yield is 0.650. (3) The reactants are [Cl:1][C:2]1[C:6]([CH2:7][N:8]([S:10]([C:13]2[CH:18]=[CH:17][C:16]([Cl:19])=[CH:15][CH:14]=2)(=[O:12])=[O:11])[CH3:9])=[CH:5][S:4][C:3]=1[C:20]([OH:22])=O.[CH3:23][C:24]1[N:28]=[C:27]([CH2:29][NH:30][C:31]([CH:33]2[O:38][C:37]3[CH:39]=[CH:40][CH:41]=[CH:42][C:36]=3[NH:35][CH2:34]2)=[O:32])[O:26][N:25]=1.C(N(CC)CC)C.CCOC(C)=O. The catalyst is S(Cl)(Cl)=O.ClCCl. The product is [Cl:1][C:2]1[C:6]([CH2:7][N:8]([S:10]([C:13]2[CH:14]=[CH:15][C:16]([Cl:19])=[CH:17][CH:18]=2)(=[O:11])=[O:12])[CH3:9])=[CH:5][S:4][C:3]=1[C:20]([N:35]1[C:36]2[CH:42]=[CH:41][CH:40]=[CH:39][C:37]=2[O:38][CH:33]([C:31]([NH:30][CH2:29][C:27]2[O:26][N:25]=[C:24]([CH3:23])[N:28]=2)=[O:32])[CH2:34]1)=[O:22]. The yield is 0.330. (4) The catalyst is O1CCCC1.C1C=CC=CC=1.S([O-])(O)(=O)=O.C([N+](CCCC)(CCCC)CCCC)CCC.O1CCCC1. The reactants are [CH:1]([C:4]1[CH:12]=[C:11]([N:13]2[CH2:18][CH2:17][O:16][CH2:15][CH2:14]2)[CH:10]=[C:9]([O:19][CH3:20])[C:5]=1[C:6]([NH2:8])=[O:7])([CH3:3])[CH3:2].[OH-].[Na+].[Cl:23][C:24]1[CH:31]=[CH:30][C:27]([CH2:28]Br)=[CH:26][CH:25]=1. The product is [Cl:23][C:24]1[CH:31]=[CH:30][C:27]([CH2:28][NH:8][C:6](=[O:7])[C:5]2[C:9]([O:19][CH3:20])=[CH:10][C:11]([N:13]3[CH2:18][CH2:17][O:16][CH2:15][CH2:14]3)=[CH:12][C:4]=2[CH:1]([CH3:3])[CH3:2])=[CH:26][CH:25]=1. The yield is 0.280. (5) The reactants are [Cl:1][C:2]1[N:3]=[CH:4][C:5]2[S:10][CH:9]=[C:8]([C:11]([OH:13])=O)[C:6]=2[N:7]=1.[NH2:14][C:15]1[S:16][C:17]2[CH:23]=[CH:22][CH:21]=[CH:20][C:18]=2[N:19]=1.C(N(C(C)C)CC)(C)C.C1CN(C(ON2N=NC3C2=CC=CC=3)=[N+]2CCCC2)CC1.F[P-](F)(F)(F)(F)F. The catalyst is CCOC(C)=O.CN(C)C=O. The product is [S:16]1[C:17]2[CH:23]=[CH:22][CH:21]=[CH:20][C:18]=2[N:19]=[C:15]1[NH:14][C:11]([C:8]1[C:6]2[N:7]=[C:2]([Cl:1])[N:3]=[CH:4][C:5]=2[S:10][CH:9]=1)=[O:13]. The yield is 1.00. (6) The catalyst is O.C(O)(C)(C)C.C(Cl)Cl.S([O-])([O-])(=O)=O.[Cu+2]. The reactants are [CH:1]#[C:2][CH2:3][CH2:4][CH3:5].[N:6]([CH2:9][C:10]1[C:11]([C:30]([NH:32][N:33]2[CH2:38][CH2:37][CH2:36][CH2:35][CH2:34]2)=[O:31])=[N:12][C:13]([C:23]2[CH:28]=[CH:27][C:26]([Cl:29])=[CH:25][CH:24]=2)=[C:14]([C:16]2[CH:21]=[CH:20][C:19]([Cl:22])=[CH:18][CH:17]=2)[N:15]=1)=[N+:7]=[N-:8].O=C1O[C@H]([C@H](CO)O)C([O-])=C1O.[Na+].C1COCC1. The yield is 0.400. The product is [Cl:22][C:19]1[CH:20]=[CH:21][C:16]([C:14]2[N:15]=[C:10]([CH2:9][N:6]3[CH:1]=[C:2]([CH2:3][CH2:4][CH3:5])[N:8]=[N:7]3)[C:11]([C:30]([NH:32][N:33]3[CH2:38][CH2:37][CH2:36][CH2:35][CH2:34]3)=[O:31])=[N:12][C:13]=2[C:23]2[CH:24]=[CH:25][C:26]([Cl:29])=[CH:27][CH:28]=2)=[CH:17][CH:18]=1. (7) The reactants are [C:1]([O:5][C:6]([N:8]1[CH2:13][CH2:12][CH:11]([C:14]2[C:19](Br)=[CH:18][CH:17]=[CH:16][N:15]=2)[CH2:10][CH2:9]1)=[O:7])([CH3:4])([CH3:3])[CH3:2].[NH:21]1[C:29]2[C:24](=[CH:25][CH:26]=[CH:27][CH:28]=2)[CH2:23][CH2:22]1.C1C=CC(P(C2C(C3C(P(C4C=CC=CC=4)C4C=CC=CC=4)=CC=C4C=3C=CC=C4)=C3C(C=CC=C3)=CC=2)C2C=CC=CC=2)=CC=1.C(O[Na])(C)(C)C. The catalyst is C1(C)C=CC=CC=1.C1C=CC(/C=C/C(/C=C/C2C=CC=CC=2)=O)=CC=1.C1C=CC(/C=C/C(/C=C/C2C=CC=CC=2)=O)=CC=1.C1C=CC(/C=C/C(/C=C/C2C=CC=CC=2)=O)=CC=1.[Pd].[Pd]. The product is [C:1]([O:5][C:6]([N:8]1[CH2:13][CH2:12][CH:11]([C:14]2[C:19]([N:21]3[C:29]4[C:24](=[CH:25][CH:26]=[CH:27][CH:28]=4)[CH2:23][CH2:22]3)=[CH:18][CH:17]=[CH:16][N:15]=2)[CH2:10][CH2:9]1)=[O:7])([CH3:4])([CH3:3])[CH3:2]. The yield is 0.320.